Task: Predict the reactants needed to synthesize the given product.. Dataset: Full USPTO retrosynthesis dataset with 1.9M reactions from patents (1976-2016) (1) Given the product [CH3:1][O:2][C:3]1[C:8]([NH2:9])=[CH:7][CH:6]=[CH:5][C:4]=1[NH2:12], predict the reactants needed to synthesize it. The reactants are: [CH3:1][O:2][C:3]1[C:8]([N+:9]([O-])=O)=[CH:7][CH:6]=[CH:5][C:4]=1[N+:12]([O-])=O.O.O.[Sn](Cl)(Cl)(Cl)Cl. (2) The reactants are: [CH3:1][O:2][C:3]1[CH:4]=[C:5]([C:13]2[CH:18]=[C:17]([CH2:19][N:20]3[CH2:25][CH2:24][NH:23][CH2:22][CH2:21]3)[CH:16]=[CH:15][N:14]=2)[CH:6]=[C:7]([O:11][CH3:12])[C:8]=1[O:9][CH3:10].[Cl:26][C:27]1[CH:35]=[C:34]([Cl:36])[CH:33]=[C:32]([Cl:37])[C:28]=1[C:29](Cl)=[O:30]. Given the product [ClH:26].[Cl:26][C:27]1[CH:35]=[C:34]([Cl:36])[CH:33]=[C:32]([Cl:37])[C:28]=1[C:29]([N:23]1[CH2:24][CH2:25][N:20]([CH2:19][C:17]2[CH:16]=[CH:15][N:14]=[C:13]([C:5]3[CH:6]=[C:7]([O:11][CH3:12])[C:8]([O:9][CH3:10])=[C:3]([O:2][CH3:1])[CH:4]=3)[CH:18]=2)[CH2:21][CH2:22]1)=[O:30].[ClH:26], predict the reactants needed to synthesize it. (3) Given the product [Cl:2][C:3]1[CH:4]=[CH:5][C:6]([S:11]([CH2:14][CH3:15])(=[O:13])=[O:12])=[C:7]([CH2:8][NH:9][C:24]([C:22]2[CH:21]=[CH:20][N:19]=[C:18]([C:17]([F:28])([F:16])[F:27])[CH:23]=2)=[O:25])[CH:10]=1, predict the reactants needed to synthesize it. The reactants are: Cl.[Cl:2][C:3]1[CH:4]=[CH:5][C:6]([S:11]([CH2:14][CH3:15])(=[O:13])=[O:12])=[C:7]([CH:10]=1)[CH2:8][NH2:9].[F:16][C:17]([F:28])([F:27])[C:18]1[CH:23]=[C:22]([C:24](O)=[O:25])[CH:21]=[CH:20][N:19]=1.CC(OC(N1CCN(CC2C=CC(C([O-])=O)=CC=2C(F)(F)F)CC1)=O)(C)C. (4) The reactants are: [CH3:1][O:2][C:3]1[CH:4]=[C:5]([NH:9][C:10]2[N:15]=[C:14]([C:16]3[C:17]([C:21]4[CH:26]=[CH:25][C:24]([C:27]([F:30])([F:29])[F:28])=[CH:23][CH:22]=4)=[N:18][NH:19][CH:20]=3)[CH:13]=[CH:12][N:11]=2)[CH:6]=[CH:7][CH:8]=1.[CH3:31]O. Given the product [CH3:1][O:2][C:3]1[CH:4]=[C:5]([NH:9][C:10]2[N:15]=[C:14]([C:16]3[C:17]([C:21]4[CH:26]=[CH:25][C:24]([C:27]([F:30])([F:28])[F:29])=[CH:23][CH:22]=4)=[N:18][N:19]([CH3:31])[CH:20]=3)[CH:13]=[CH:12][N:11]=2)[CH:6]=[CH:7][CH:8]=1, predict the reactants needed to synthesize it. (5) Given the product [Br:2][C:3]1[C:4]([C@@H:11]([NH:21][C:34](=[O:35])[O:33][C:29]([CH3:32])([CH3:31])[CH3:30])[CH2:12][C:13]2[CH:18]=[C:17]([F:19])[CH:16]=[C:15]([F:20])[CH:14]=2)=[N:5][C:6]([S:9][CH3:10])=[N:7][CH:8]=1, predict the reactants needed to synthesize it. The reactants are: Cl.[Br:2][C:3]1[C:4]([C@@H:11]([NH2:21])[CH2:12][C:13]2[CH:18]=[C:17]([F:19])[CH:16]=[C:15]([F:20])[CH:14]=2)=[N:5][C:6]([S:9][CH3:10])=[N:7][CH:8]=1.C(N(CC)CC)C.[C:29]([O:33][C:34](O[C:34]([O:33][C:29]([CH3:32])([CH3:31])[CH3:30])=[O:35])=[O:35])([CH3:32])([CH3:31])[CH3:30].